This data is from NCI-60 drug combinations with 297,098 pairs across 59 cell lines. The task is: Regression. Given two drug SMILES strings and cell line genomic features, predict the synergy score measuring deviation from expected non-interaction effect. (1) Drug 1: C1=NC(=NC(=O)N1C2C(C(C(O2)CO)O)O)N. Drug 2: CCCCC(=O)OCC(=O)C1(CC(C2=C(C1)C(=C3C(=C2O)C(=O)C4=C(C3=O)C=CC=C4OC)O)OC5CC(C(C(O5)C)O)NC(=O)C(F)(F)F)O. Cell line: NCI-H322M. Synergy scores: CSS=8.39, Synergy_ZIP=-0.306, Synergy_Bliss=0.887, Synergy_Loewe=-1.97, Synergy_HSA=1.91. (2) Drug 1: CC12CCC3C(C1CCC2=O)CC(=C)C4=CC(=O)C=CC34C. Drug 2: C1C(C(OC1N2C=NC3=C(N=C(N=C32)Cl)N)CO)O. Cell line: BT-549. Synergy scores: CSS=58.8, Synergy_ZIP=-1.60, Synergy_Bliss=2.77, Synergy_Loewe=-1.22, Synergy_HSA=3.88. (3) Drug 1: C1C(C(OC1N2C=NC3=C(N=C(N=C32)Cl)N)CO)O. Drug 2: C1CN(CCN1C(=O)CCBr)C(=O)CCBr. Cell line: U251. Synergy scores: CSS=55.1, Synergy_ZIP=-2.42, Synergy_Bliss=-0.286, Synergy_Loewe=-13.3, Synergy_HSA=3.94. (4) Cell line: T-47D. Synergy scores: CSS=30.4, Synergy_ZIP=-6.24, Synergy_Bliss=0.227, Synergy_Loewe=-2.98, Synergy_HSA=-1.80. Drug 2: C(CCl)NC(=O)N(CCCl)N=O. Drug 1: C1=CC(=CC=C1CCCC(=O)O)N(CCCl)CCCl. (5) Drug 1: C1=CC=C(C=C1)NC(=O)CCCCCCC(=O)NO. Drug 2: CC1=C(N=C(N=C1N)C(CC(=O)N)NCC(C(=O)N)N)C(=O)NC(C(C2=CN=CN2)OC3C(C(C(C(O3)CO)O)O)OC4C(C(C(C(O4)CO)O)OC(=O)N)O)C(=O)NC(C)C(C(C)C(=O)NC(C(C)O)C(=O)NCCC5=NC(=CS5)C6=NC(=CS6)C(=O)NCCC[S+](C)C)O. Cell line: NCIH23. Synergy scores: CSS=61.8, Synergy_ZIP=1.81, Synergy_Bliss=1.99, Synergy_Loewe=6.42, Synergy_HSA=9.70.